Predict the reactants needed to synthesize the given product. From a dataset of Full USPTO retrosynthesis dataset with 1.9M reactions from patents (1976-2016). Given the product [CH3:14][C@@H:10]1[CH2:11][CH2:12][CH2:13][NH:8][C@H:9]1[CH2:15][NH:16][C:17](=[O:23])[O:18][C:19]([CH3:22])([CH3:21])[CH3:20], predict the reactants needed to synthesize it. The reactants are: C([N:8]1[CH2:13][CH2:12][CH:11]=[C:10]([CH3:14])[CH:9]1[CH2:15][NH:16][C:17](=[O:23])[O:18][C:19]([CH3:22])([CH3:21])[CH3:20])C1C=CC=CC=1.